This data is from Catalyst prediction with 721,799 reactions and 888 catalyst types from USPTO. The task is: Predict which catalyst facilitates the given reaction. Reactant: [CH3:1][S:2](Cl)(=[O:4])=[O:3].[Cl:6][C:7]1[C:12]([CH2:13][OH:14])=[CH:11][C:10]([C:15]#[N:16])=[CH:9][C:8]=1[NH:17][C:18]1[N:23]=[C:22]([NH:24][CH:25]2[CH2:27][CH2:26]2)[C:21]2=[N:28][CH:29]=[C:30]([C:31]#[N:32])[N:20]2[N:19]=1. Product: [CH3:1][S:2]([O:14][CH2:13][C:12]1[CH:11]=[C:10]([C:15]#[N:16])[CH:9]=[C:8]([NH:17][C:18]2[N:23]=[C:22]([NH:24][CH:25]3[CH2:27][CH2:26]3)[C:21]3=[N:28][CH:29]=[C:30]([C:31]#[N:32])[N:20]3[N:19]=2)[C:7]=1[Cl:6])(=[O:4])=[O:3]. The catalyst class is: 1.